This data is from Forward reaction prediction with 1.9M reactions from USPTO patents (1976-2016). The task is: Predict the product of the given reaction. (1) The product is: [CH:1]1([C@H:7]2[CH2:12][CH2:11][C@H:10]([N:13]3[CH2:14][CH2:15][NH:16][CH2:17][CH2:18]3)[CH2:9][CH2:8]2)[CH2:2][CH2:3][CH2:4][CH2:5][CH2:6]1. Given the reactants [CH:1]1([C@H:7]2[CH2:12][CH2:11][C@H:10]([N:13]3[CH2:18][CH2:17][N:16](C(OCC4C=CC=CC=4)=O)[CH2:15][CH2:14]3)[CH2:9][CH2:8]2)[CH2:6][CH2:5][CH2:4][CH2:3][CH2:2]1.[H][H].ClCCl, predict the reaction product. (2) Given the reactants Cl[CH2:2][C:3]1[S:4][C:5]([C:9]2[CH:14]=[CH:13][C:12]([C:15]([F:18])([F:17])[F:16])=[CH:11][CH:10]=2)=[CH:6][C:7]=1[CH3:8].[CH2:19]([C@H:26]1[CH2:30][O:29][C:28](=[O:31])[N:27]1[C:32](=[O:47])[CH2:33][C@@H:34]([C:40]1[CH:45]=[CH:44][C:43]([OH:46])=[CH:42][CH:41]=1)[C:35]1[CH:39]=[CH:38][O:37][N:36]=1)[C:20]1[CH:25]=[CH:24][CH:23]=[CH:22][CH:21]=1.C([O-])([O-])=O.[Cs+].[Cs+], predict the reaction product. The product is: [O:37]1[CH:38]=[CH:39][C:35]([C@H:34]([C:40]2[CH:45]=[CH:44][C:43]([O:46][CH2:2][C:3]3[S:4][C:5]([C:9]4[CH:14]=[CH:13][C:12]([C:15]([F:18])([F:17])[F:16])=[CH:11][CH:10]=4)=[CH:6][C:7]=3[CH3:8])=[CH:42][CH:41]=2)[CH2:33][C:32]([N:27]2[C@@H:26]([CH2:19][C:20]3[CH:25]=[CH:24][CH:23]=[CH:22][CH:21]=3)[CH2:30][O:29][C:28]2=[O:31])=[O:47])=[N:36]1. (3) The product is: [NH2:41][C:38]1[N:39]=[CH:40][C:35]([C:14]2[N:15]=[C:16]([N:19]3[CH2:20][CH2:21][O:22][CH2:23][CH2:24]3)[C:17]3[S:18][C:10]([CH2:9][N:7]([CH3:8])[C:6](=[O:26])[CH2:5][OH:4])=[CH:11][C:12]=3[N:13]=2)=[CH:36][N:37]=1. Given the reactants C([O:4][CH2:5][C:6](=[O:26])[N:7]([CH2:9][C:10]1[S:18][C:17]2[C:16]([N:19]3[CH2:24][CH2:23][O:22][CH2:21][CH2:20]3)=[N:15][C:14](Cl)=[N:13][C:12]=2[CH:11]=1)[CH3:8])(=O)C.CC1(C)C(C)(C)OB([C:35]2[CH:36]=[N:37][C:38]([NH2:41])=[N:39][CH:40]=2)O1, predict the reaction product. (4) The product is: [ClH:23].[CH3:1][C:2]1[S:6][C:5]2[NH:7][C:8]3[CH:9]=[CH:10][CH:11]=[CH:12][C:13]=3[N:14]=[C:15]([N:16]3[CH2:21][CH2:20][N:19]([CH3:22])[CH2:18][CH2:17]3)[C:4]=2[CH:3]=1. Given the reactants [CH3:1][C:2]1[S:6][C:5]2[NH:7][C:8]3[CH:9]=[CH:10][CH:11]=[CH:12][C:13]=3[N:14]=[C:15]([N:16]3[CH2:21][CH2:20][N:19]([CH3:22])[CH2:18][CH2:17]3)[C:4]=2[CH:3]=1.[ClH:23], predict the reaction product. (5) Given the reactants [F:1][CH2:2][CH:3]([N:6]1[CH2:10][C@@H:9]([C:11]2[CH:16]=[CH:15][CH:14]=[CH:13][CH:12]=2)[C@H:8]([NH:17]C(=O)OC(C)(C)C)[CH2:7]1)[CH2:4][F:5].[ClH:25], predict the reaction product. The product is: [ClH:25].[F:5][CH2:4][CH:3]([N:6]1[CH2:10][C@@H:9]([C:11]2[CH:16]=[CH:15][CH:14]=[CH:13][CH:12]=2)[C@H:8]([NH2:17])[CH2:7]1)[CH2:2][F:1]. (6) Given the reactants [NH:1]1[C:9]2[C:4](=[CH:5][CH:6]=[CH:7][CH:8]=2)[CH:3]=[CH:2]1.[S:10](=[O:13])([OH:12])[O-:11].[Na+:14], predict the reaction product. The product is: [NH:1]1[C:9]2[C:4](=[CH:5][CH:6]=[CH:7][CH:8]=2)[CH:3]=[C:2]1[S:10]([O-:13])(=[O:12])=[O:11].[Na+:14].